This data is from Catalyst prediction with 721,799 reactions and 888 catalyst types from USPTO. The task is: Predict which catalyst facilitates the given reaction. Reactant: [NH:1]1[C:5]2=[N:6][CH:7]=[N:8][C:9]([NH2:10])=[C:4]2[CH:3]=[N:2]1.C1C(=O)N([I:18])C(=O)C1. Product: [I:18][C:3]1[C:4]2[C:5](=[N:6][CH:7]=[N:8][C:9]=2[NH2:10])[NH:1][N:2]=1. The catalyst class is: 9.